From a dataset of Catalyst prediction with 721,799 reactions and 888 catalyst types from USPTO. Predict which catalyst facilitates the given reaction. Reactant: [C:1]1([CH:7]([NH:11]C(=O)OC(C)(C)C)[CH2:8][C:9]#[CH:10])[CH:6]=[CH:5][CH:4]=[CH:3][CH:2]=1.FC(F)(F)C(O)=O. Product: [C:1]1([CH:7]([NH2:11])[CH2:8][C:9]#[CH:10])[CH:6]=[CH:5][CH:4]=[CH:3][CH:2]=1. The catalyst class is: 4.